From a dataset of Catalyst prediction with 721,799 reactions and 888 catalyst types from USPTO. Predict which catalyst facilitates the given reaction. Reactant: [Br:1][C:2]1[CH:3]=[CH:4][C:5](F)=[N:6][CH:7]=1.[N+:9]([C:12]1[N:13]=[C:14]2[N:19]([CH:20]=1)[CH2:18][CH2:17][CH:16]([CH2:21][OH:22])[O:15]2)([O-:11])=[O:10].[H-].[Na+].C(=O)=O.CC(C)=O. Product: [Br:1][C:2]1[CH:3]=[CH:4][C:5]([O:22][CH2:21][CH:16]2[O:15][C:14]3=[N:13][C:12]([N+:9]([O-:11])=[O:10])=[CH:20][N:19]3[CH2:18][CH2:17]2)=[N:6][CH:7]=1. The catalyst class is: 3.